From a dataset of Full USPTO retrosynthesis dataset with 1.9M reactions from patents (1976-2016). Predict the reactants needed to synthesize the given product. (1) Given the product [ClH:28].[CH:3]([C:6]1[CH:11]=[CH:10][C:9]([CH:12]2[C:16]3[C:17]([CH3:24])=[C:18]([O:23][CH2:29][C:30]4[CH:39]=[CH:38][C:37]5[C:32](=[CH:33][CH:34]=[CH:35][CH:36]=5)[N:31]=4)[C:19]([CH3:22])=[C:20]([CH3:21])[C:15]=3[O:14][C:13]2([CH3:26])[CH3:25])=[CH:8][CH:7]=1)([CH3:5])[CH3:4], predict the reactants needed to synthesize it. The reactants are: [H-].[Na+].[CH:3]([C:6]1[CH:11]=[CH:10][C:9]([CH:12]2[C:16]3[C:17]([CH3:24])=[C:18]([OH:23])[C:19]([CH3:22])=[C:20]([CH3:21])[C:15]=3[O:14][C:13]2([CH3:26])[CH3:25])=[CH:8][CH:7]=1)([CH3:5])[CH3:4].Cl.[Cl:28][CH2:29][C:30]1[CH:39]=[CH:38][C:37]2[C:32](=[CH:33][CH:34]=[CH:35][CH:36]=2)[N:31]=1.O. (2) Given the product [F:1][C:2]1[CH:7]=[CH:6][C:5]([F:8])=[CH:4][C:3]=1[O:9][C:17]1[C:18]([O:35][C:36]2[CH:37]=[N:38][C:39]([S:42]([CH3:45])(=[O:44])=[O:43])=[CH:40][CH:41]=2)=[CH:19][C:20]2[NH:32][C:24]([C:26]3[CH:31]=[N:30][CH:29]=[CH:28][N:27]=3)=[N:23][C:21]=2[CH:22]=1, predict the reactants needed to synthesize it. The reactants are: [F:1][C:2]1[CH:7]=[CH:6][C:5]([F:8])=[CH:4][C:3]=1[OH:9].C(=O)([O-])[O-].[Cs+].[Cs+].F[C:17]1[C:18]([O:35][C:36]2[CH:37]=[N:38][C:39]([S:42]([CH3:45])(=[O:44])=[O:43])=[CH:40][CH:41]=2)=[CH:19][C:20]([N+:32]([O-])=O)=[C:21]([NH:23][C:24]([C:26]2[CH:31]=[N:30][CH:29]=[CH:28][N:27]=2)=O)[CH:22]=1.O.O.[Sn](Cl)Cl.C(=O)(O)[O-].[Na+].